This data is from Reaction yield outcomes from USPTO patents with 853,638 reactions. The task is: Predict the reaction yield, written as a fraction of the theoretical maximum amount of product (1.0 means a 100% yield; for example, 0.34 means a 34% yield). (1) The reactants are Cl.O1CCOCC1.[Cl:8][C:9]1[CH:14]=[CH:13][C:12]([CH:15]([NH:19]C(=O)OC(C)(C)C)[CH2:16][C:17]#[N:18])=[CH:11][CH:10]=1. The catalyst is C(Cl)Cl. The product is [NH2:19][CH:15]([C:12]1[CH:11]=[CH:10][C:9]([Cl:8])=[CH:14][CH:13]=1)[CH2:16][C:17]#[N:18]. The yield is 0.990. (2) The reactants are C(OC(=O)[NH:7][CH:8]([CH2:35][C:36]1[CH:41]=[CH:40][C:39]([Cl:42])=[CH:38][CH:37]=1)[C:9]([N:11]1[CH2:16][CH2:15][N:14]([CH:17]([C:29](=[O:32])[NH:30][CH3:31])[CH2:18][C:19]2[CH:28]=[CH:27][C:26]3[C:21](=[CH:22][CH:23]=[CH:24][CH:25]=3)[CH:20]=2)[CH2:13][CH:12]1[CH2:33][CH3:34])=[O:10])(C)(C)C.ClCCCl. The catalyst is Cl.O1CCOCC1. The product is [ClH:42].[NH2:7][CH:8]([CH2:35][C:36]1[CH:41]=[CH:40][C:39]([Cl:42])=[CH:38][CH:37]=1)[C:9]([N:11]1[CH2:16][CH2:15][N:14]([CH:17]([CH2:18][C:19]2[CH:28]=[CH:27][C:26]3[C:21](=[CH:22][CH:23]=[CH:24][CH:25]=3)[CH:20]=2)[C:29]([NH:30][CH3:31])=[O:32])[CH2:13][CH:12]1[CH2:33][CH3:34])=[O:10]. The yield is 1.00. (3) The reactants are [Br:1][C:2]1[CH:7]=[CH:6][C:5]([S:8](Cl)(=[O:10])=[O:9])=[C:4]([O:12][C:13]([F:16])([F:15])[F:14])[CH:3]=1.[CH2:17]([NH2:20])[CH2:18][CH3:19]. The product is [Br:1][C:2]1[CH:7]=[CH:6][C:5]([S:8]([NH:20][CH2:17][CH2:18][CH3:19])(=[O:10])=[O:9])=[C:4]([O:12][C:13]([F:16])([F:15])[F:14])[CH:3]=1. The yield is 0.910. The catalyst is ClCCl. (4) The reactants are [F:1][C:2]1[CH:3]=[C:4]([CH2:10][C:11]([OH:13])=O)[CH:5]=[CH:6][C:7]=1[O:8][CH3:9].[C:14]1([O:20][CH3:21])[CH:19]=[CH:18][CH:17]=[CH:16][CH:15]=1. No catalyst specified. The product is [F:1][C:2]1[CH:3]=[C:4]([CH2:10][C:11]([C:17]2[CH:18]=[CH:19][C:14]([O:20][CH3:21])=[CH:15][CH:16]=2)=[O:13])[CH:5]=[CH:6][C:7]=1[O:8][CH3:9]. The yield is 0.570. (5) The reactants are [ClH:1].[CH2:2]([C:5]1[N:6]=[C:7]([NH2:10])[NH:8][CH:9]=1)[C:3]#[CH:4].[N:11]([CH2:14][C:15]1[NH:19][C:18]2[CH:20]=[CH:21][CH:22]=[CH:23][C:17]=2[N:16]=1)=[N+:12]=[N-:13]. No catalyst specified. The product is [ClH:1].[ClH:1].[NH:16]1[C:17]2[CH:23]=[CH:22][CH:21]=[CH:20][C:18]=2[N:19]=[C:15]1[CH2:14][N:11]1[CH:4]=[C:3]([CH2:2][C:5]2[N:6]=[C:7]([NH2:10])[NH:8][CH:9]=2)[N:13]=[N:12]1. The yield is 0.590. (6) The reactants are [OH:1][C:2]1[C:3]([C:8]([O-:10])=[O:9])=[N:4][CH:5]=[CH:6][CH:7]=1.[CH2:11](N(CC)CC)C.[F:18][C:19]([F:32])([F:31])[S:20](O[S:20]([C:19]([F:32])([F:31])[F:18])(=[O:22])=[O:21])(=[O:22])=[O:21]. The catalyst is ClCCl. The product is [F:18][C:19]([F:32])([F:31])[S:20]([O:1][C:2]1[C:3]([C:8]([O:10][CH3:11])=[O:9])=[N:4][CH:5]=[CH:6][CH:7]=1)(=[O:22])=[O:21]. The yield is 0.950. (7) The reactants are C[Si]([N-][Si](C)(C)C)(C)C.[Li+].[C:11]([C:14]1[CH:18]=[CH:17][N:16]([CH3:19])[N:15]=1)(=[O:13])[CH3:12].[C:20](OC)(=[O:25])[C:21]([O:23][CH3:24])=[O:22].O. The catalyst is O1CCCC1.C(OCC)C. The product is [CH3:24][O:23][C:21](=[O:22])[C:20](=[O:25])[CH2:12][C:11]([C:14]1[CH:18]=[CH:17][N:16]([CH3:19])[N:15]=1)=[O:13]. The yield is 0.280. (8) The reactants are [CH2:1]([O:8][C:9]1[CH:10]=[C:11]([C:15]([OH:25])([C:19]2[CH:24]=[CH:23][CH:22]=[CH:21][CH:20]=2)[C:16]([OH:18])=[O:17])[CH:12]=[CH:13][CH:14]=1)[C:2]1[CH:7]=[CH:6][CH:5]=[CH:4][CH:3]=1.C(=O)([O-])[O-].[K+].[K+].S(O[CH2:43][CH:44]1[CH2:49][CH2:48][N:47]([C:50]([O:52][C:53]([CH3:56])([CH3:55])[CH3:54])=[O:51])[CH2:46][CH2:45]1)(C1C=CC(C)=CC=1)(=O)=O. The catalyst is CN(C=O)C.C(OCC)(=O)C. The product is [CH2:1]([O:8][C:9]1[CH:10]=[C:11]([C:15]([OH:25])([C:19]2[CH:20]=[CH:21][CH:22]=[CH:23][CH:24]=2)[C:16]([O:18][CH2:43][CH:44]2[CH2:49][CH2:48][N:47]([C:50]([O:52][C:53]([CH3:54])([CH3:56])[CH3:55])=[O:51])[CH2:46][CH2:45]2)=[O:17])[CH:12]=[CH:13][CH:14]=1)[C:2]1[CH:3]=[CH:4][CH:5]=[CH:6][CH:7]=1. The yield is 0.590.